Dataset: Catalyst prediction with 721,799 reactions and 888 catalyst types from USPTO. Task: Predict which catalyst facilitates the given reaction. Reactant: [F:1][C:2]1[CH:7]=[CH:6][C:5]([N:8]2[C:16]3[C:11](=[CH:12][CH:13]=[CH:14][CH:15]=3)[C:10](O[C@H](C3C=CC=CC=3)[C@@H](N)C)=[N:9]2)=[CH:4][CH:3]=1.C([N:30]([CH2:33][CH3:34])CC)C.[CH2:35]([S:38](Cl)(=[O:40])=[O:39])[CH2:36][CH3:37].[OH2:42]. Product: [F:1][C:2]1[CH:3]=[CH:4][C:5]([N:8]2[C:16]3[C:11](=[CH:12][C:13]([O:42][C@H:10]([C:11]4[CH:16]=[CH:15][CH:14]=[CH:13][CH:12]=4)[C@@H:33]([NH:30][S:38]([CH2:35][CH2:36][CH3:37])(=[O:40])=[O:39])[CH3:34])=[CH:14][CH:15]=3)[CH:10]=[N:9]2)=[CH:6][CH:7]=1. The catalyst class is: 10.